Dataset: Full USPTO retrosynthesis dataset with 1.9M reactions from patents (1976-2016). Task: Predict the reactants needed to synthesize the given product. (1) Given the product [CH:39](/[C:31]1[CH:32]=[N:33][CH:34]=[C:35]([CH:38]=1)[C:36]#[N:37])=[CH:40]\[C:41]1[CH:46]=[CH:45][CH:44]=[CH:43][CH:42]=1, predict the reactants needed to synthesize it. The reactants are: C1(C)C=CC=CC=1P(C1C=CC=CC=1C)C1C=CC=CC=1C.C(N(CC)CC)C.Br[C:31]1[CH:32]=[N:33][CH:34]=[C:35]([CH:38]=1)[C:36]#[N:37].[CH2:39]=[CH:40][C:41]1[CH:46]=[CH:45][CH:44]=[CH:43][CH:42]=1. (2) Given the product [C:15]1([S:14][CH2:13][C:12](=[O:21])[CH2:4][C:1](=[O:3])[CH3:2])[CH:20]=[CH:19][CH:18]=[CH:17][CH:16]=1, predict the reactants needed to synthesize it. The reactants are: [C:1]([CH:4]([C:12](=[O:21])[CH2:13][S:14][C:15]1[CH:20]=[CH:19][CH:18]=[CH:17][CH:16]=1)C(OC(C)(C)C)=O)(=[O:3])[CH3:2].O. (3) Given the product [C:23]([O:22][C:20]([N:12]1[CH:10]([CH3:11])[C:5]2[CH:4]=[C:3]([Br:2])[S:7][C:6]=2[CH2:8]1)=[O:21])([CH3:26])([CH3:25])[CH3:24], predict the reactants needed to synthesize it. The reactants are: Cl.[Br:2][C:3]1[S:7][C:6]([CH2:8]Cl)=[C:5]([CH:10]([NH2:12])[CH3:11])[CH:4]=1.C(N(CC)CC)C.[C:20](O[C:20]([O:22][C:23]([CH3:26])([CH3:25])[CH3:24])=[O:21])([O:22][C:23]([CH3:26])([CH3:25])[CH3:24])=[O:21]. (4) The reactants are: [OH:1][CH:2](CO)[CH2:3][C:4]1[CH:9]=[C:8]([C:10]([F:13])([F:12])[F:11])[CH:7]=[CH:6][C:5]=1[N:14]1[CH2:19][CH2:18][O:17][C:16]2[CH:20]=[C:21]([S:24]([N:27]([CH2:33][C:34]3[CH:39]=[CH:38][C:37]([O:40][CH3:41])=[CH:36][CH:35]=3)[C:28]3[S:29][CH:30]=[CH:31][N:32]=3)(=[O:26])=[O:25])[CH:22]=[CH:23][C:15]1=2.O.I([O-])(=O)(=O)=O.[Na+]. Given the product [CH3:41][O:40][C:37]1[CH:36]=[CH:35][C:34]([CH2:33][N:27]([C:28]2[S:29][CH:30]=[CH:31][N:32]=2)[S:24]([C:21]2[CH:22]=[CH:23][C:15]3[N:14]([C:5]4[CH:6]=[CH:7][C:8]([C:10]([F:11])([F:12])[F:13])=[CH:9][C:4]=4[CH2:3][CH:2]=[O:1])[CH2:19][CH2:18][O:17][C:16]=3[CH:20]=2)(=[O:26])=[O:25])=[CH:39][CH:38]=1, predict the reactants needed to synthesize it. (5) Given the product [CH3:20][O:21][C:22](=[O:35])[CH2:23][N:24]1[C:32]2[C:27](=[CH:28][C:29]([F:33])=[CH:30][CH:31]=2)[C:26]([CH2:14][C:13]2[CH:16]=[CH:17][CH:18]=[CH:19][C:12]=2[S:9]([C:3]2[CH:4]=[CH:5][C:6]([Cl:8])=[CH:7][C:2]=2[Cl:1])(=[O:11])=[O:10])=[C:25]1[CH3:34], predict the reactants needed to synthesize it. The reactants are: [Cl:1][C:2]1[CH:7]=[C:6]([Cl:8])[CH:5]=[CH:4][C:3]=1[S:9]([C:12]1[CH:19]=[CH:18][CH:17]=[CH:16][C:13]=1[CH:14]=O)(=[O:11])=[O:10].[CH3:20][O:21][C:22](=[O:35])[CH2:23][N:24]1[C:32]2[C:27](=[CH:28][C:29]([F:33])=[CH:30][CH:31]=2)[CH:26]=[C:25]1[CH3:34]. (6) Given the product [NH:11]1[C:15]2[CH:16]=[CH:17][CH:18]=[CH:19][C:14]=2[N:13]=[C:12]1[C@H:8]([NH:9][C:10]([NH:32][CH:30]([C:27]1[CH:28]=[CH:29][N:25]([CH2:23][CH3:24])[N:26]=1)[CH3:31])=[O:20])[CH2:7][C:6]1[CH:5]=[CH:4][C:3]([O:2][CH3:1])=[CH:22][CH:21]=1, predict the reactants needed to synthesize it. The reactants are: [CH3:1][O:2][C:3]1[CH:22]=[CH:21][C:6]([CH2:7][C@@H:8]2[C:12]3=[N:13][C:14]4[CH:19]=[CH:18][CH:17]=[CH:16][C:15]=4[N:11]3[C:10](=[O:20])[NH:9]2)=[CH:5][CH:4]=1.[CH2:23]([N:25]1[CH:29]=[CH:28][C:27]([CH:30]([NH2:32])[CH3:31])=[N:26]1)[CH3:24].C(O)(C(F)(F)F)=O. (7) Given the product [Br:1][C:2]1[CH:7]=[CH:6][C:5]([F:8])=[C:4]([CH2:9][Br:11])[C:3]=1[Cl:10], predict the reactants needed to synthesize it. The reactants are: [Br:1][C:2]1[C:3]([Cl:10])=[C:4]([CH3:9])[C:5]([F:8])=[CH:6][CH:7]=1.[Br:11]N1C(=O)CCC1=O.C(OOC(=O)C1C=CC=CC=1)(=O)C1C=CC=CC=1.